The task is: Regression. Given two drug SMILES strings and cell line genomic features, predict the synergy score measuring deviation from expected non-interaction effect.. This data is from NCI-60 drug combinations with 297,098 pairs across 59 cell lines. Drug 1: CC1=C(C=C(C=C1)NC2=NC=CC(=N2)N(C)C3=CC4=NN(C(=C4C=C3)C)C)S(=O)(=O)N.Cl. Drug 2: CCN(CC)CCCC(C)NC1=C2C=C(C=CC2=NC3=C1C=CC(=C3)Cl)OC. Cell line: A549. Synergy scores: CSS=38.4, Synergy_ZIP=20.0, Synergy_Bliss=17.9, Synergy_Loewe=15.9, Synergy_HSA=17.0.